Dataset: Catalyst prediction with 721,799 reactions and 888 catalyst types from USPTO. Task: Predict which catalyst facilitates the given reaction. (1) Reactant: [H-].[Na+].[Cl:3][C:4]1[N:9]=[C:8]([NH:10][CH2:11][C:12]([CH3:15])([CH3:14])[CH3:13])[CH:7]=[CH:6][N:5]=1.[C:16](OC(=O)C)(=[O:18])[CH3:17].O. Product: [Cl:3][C:4]1[N:9]=[C:8]([N:10]([CH2:11][C:12]([CH3:15])([CH3:14])[CH3:13])[C:16](=[O:18])[CH3:17])[CH:7]=[CH:6][N:5]=1. The catalyst class is: 3. (2) Reactant: [CH2:1]([C:9]1[CH:14]=[CH:13][C:12]([CH2:15][CH2:16][OH:17])=[CH:11][CH:10]=1)[CH2:2][CH2:3][CH2:4][CH2:5][CH2:6][CH2:7][CH3:8].ClCCl.C(N(CC)CC)C.[CH3:28][S:29](Cl)(=[O:31])=[O:30]. Product: [CH3:28][S:29]([O:17][CH2:16][CH2:15][C:12]1[CH:11]=[CH:10][C:9]([CH2:1][CH2:2][CH2:3][CH2:4][CH2:5][CH2:6][CH2:7][CH3:8])=[CH:14][CH:13]=1)(=[O:31])=[O:30]. The catalyst class is: 6. (3) Reactant: [CH3:1][S:2]([NH:5][C:6]1[CH:22]=[CH:21][CH:20]=[CH:19][C:7]=1[C:8]([N:10]1[CH2:15][CH2:14][CH2:13][CH:12]([C:16]([OH:18])=O)[CH2:11]1)=[O:9])(=[O:4])=[O:3].C([N:25]([CH2:28][CH3:29])CC)C.C(OC(C1CCCN(C(=O)[C:42]2[CH:47]=[CH:46][CH:45]=[CH:44][C:43]=2[NH:48]S(C)(=O)=O)C1)=O)C. Product: [C:8]([C:29]1[C:6]([CH3:7])=[N:5][N:48]([CH:43]2[CH2:42][CH2:47][CH2:46][CH2:45][CH2:44]2)[C:28]=1[NH:25][C:16]([CH:12]1[CH2:13][CH2:14][CH2:15][N:10]([C:8](=[O:9])[C:7]2[CH:19]=[CH:20][CH:21]=[CH:22][C:6]=2[NH:5][S:2]([CH3:1])(=[O:3])=[O:4])[CH2:11]1)=[O:18])(=[O:9])[NH2:10]. The catalyst class is: 2. (4) Reactant: [CH2:1]([NH2:3])[CH3:2].[C:4]([NH:11][CH2:12][CH2:13][CH2:14][C:15]([OH:17])=O)([O:6][C:7]([CH3:10])([CH3:9])[CH3:8])=[O:5]. Product: [C:7]([O:6][C:4](=[O:5])[NH:11][CH2:12][CH2:13][CH2:14][C:15](=[O:17])[NH:3][CH2:1][CH3:2])([CH3:8])([CH3:9])[CH3:10]. The catalyst class is: 2. (5) Reactant: [S:1]1[C:5]2[CH:6]=[C:7]([C:10]([OH:12])=O)[CH:8]=[CH:9][C:4]=2[N:3]=[CH:2]1.C(Cl)(=O)C([Cl:16])=O. Product: [S:1]1[C:5]2[CH:6]=[C:7]([C:10]([Cl:16])=[O:12])[CH:8]=[CH:9][C:4]=2[N:3]=[CH:2]1. The catalyst class is: 306. (6) Reactant: [CH:1]1([CH2:4][CH2:5][O:6][CH:7]([C:40]2[CH:45]=[CH:44][CH:43]=[CH:42][CH:41]=2)[CH:8]2[CH2:13][CH2:12][CH2:11][N:10]([C:14]3[C:17](=[O:18])[C:16](=[O:19])[C:15]=3[NH:20][C@@H:21]([CH2:33][CH:34]3[CH2:39][CH2:38][CH2:37][CH2:36][CH2:35]3)[CH2:22][NH:23]C(=O)CCC[Si](C)(C)C)[CH2:9]2)[CH2:3][CH2:2]1.[ClH:46]. Product: [ClH:46].[NH2:23][CH2:22][C@@H:21]([NH:20][C:15]1[C:16](=[O:19])[C:17](=[O:18])[C:14]=1[N:10]1[CH2:11][CH2:12][CH2:13][CH:8]([CH:7]([O:6][CH2:5][CH2:4][CH:1]2[CH2:3][CH2:2]2)[C:40]2[CH:45]=[CH:44][CH:43]=[CH:42][CH:41]=2)[CH2:9]1)[CH2:33][CH:34]1[CH2:39][CH2:38][CH2:37][CH2:36][CH2:35]1. The catalyst class is: 169. (7) Reactant: [C:1]([C:4]1[O:5][CH:6]=[CH:7][CH:8]=1)(=O)[CH3:2].OC1C(OS(C2C=CC(C)=CC=2)(=O)=O)=C(I)C=CC=1.[CH3:28][O:29][C:30]1[CH:38]=[CH:37][C:33]([C:34]([NH2:36])=[S:35])=[CH:32][CH:31]=1.C(O)C. Product: [O:5]1[CH:6]=[CH:7][CH:8]=[C:4]1[C:1]1[N:36]=[C:34]([C:33]2[CH:37]=[CH:38][C:30]([O:29][CH3:28])=[CH:31][CH:32]=2)[S:35][CH:2]=1. The catalyst class is: 4.